Task: Predict the reactants needed to synthesize the given product.. Dataset: Full USPTO retrosynthesis dataset with 1.9M reactions from patents (1976-2016) (1) Given the product [CH3:8][C:9]1([CH3:35])[N:13]([S:42]([C:36]2[CH:41]=[CH:40][CH:39]=[CH:38][CH:37]=2)(=[O:44])=[O:43])[CH2:12][CH:11]([CH2:14][N:15]2[C:23]3[C:18](=[CH:19][C:20]([C:24]4[CH:25]=[N:26][N:27]([CH:29]5[CH2:34][CH2:33][CH2:32][CH2:31][O:30]5)[CH:28]=4)=[CH:21][CH:22]=3)[CH:17]=[N:16]2)[CH2:10]1, predict the reactants needed to synthesize it. The reactants are: C(N(CC)CC)C.[CH3:8][C:9]1([CH3:35])[NH:13][CH2:12][CH:11]([CH2:14][N:15]2[C:23]3[C:18](=[CH:19][C:20]([C:24]4[CH:25]=[N:26][N:27]([CH:29]5[CH2:34][CH2:33][CH2:32][CH2:31][O:30]5)[CH:28]=4)=[CH:21][CH:22]=3)[CH:17]=[N:16]2)[CH2:10]1.[C:36]1([S:42](Cl)(=[O:44])=[O:43])[CH:41]=[CH:40][CH:39]=[CH:38][CH:37]=1.C(=O)(O)[O-].[Na+]. (2) Given the product [C:11]1([C:14]([NH2:19])=[O:15])([C:9]([NH2:8])=[O:10])[CH2:13][CH2:12]1, predict the reactants needed to synthesize it. The reactants are: FC1C=CC([NH:8][C:9]([C:11]2([C:14](Cl)=[O:15])[CH2:13][CH2:12]2)=[O:10])=CC=1.C([N:19](CC)CC)C. (3) Given the product [Br:25][C:26]1[CH:31]=[CH:30][C:29]([SH:32])=[CH:28][C:27]=1[F:36], predict the reactants needed to synthesize it. The reactants are: C1(P(C2C=CC=CC=2)C2C=CC=CC=2)C=CC=CC=1.CN(C=O)C.[Br:25][C:26]1[CH:31]=[CH:30][C:29]([S:32](Cl)(=O)=O)=[CH:28][C:27]=1[F:36]. (4) Given the product [CH3:10][N:11]([CH3:20])[C:12]1[CH:19]=[CH:18][C:15]([C:16]2[S:8][C:6]3[CH:7]=[C:2]([Br:1])[CH:3]=[CH:4][C:5]=3[N:9]=2)=[CH:14][CH:13]=1, predict the reactants needed to synthesize it. The reactants are: [Br:1][C:2]1[CH:3]=[CH:4][C:5]([NH2:9])=[C:6]([SH:8])[CH:7]=1.[CH3:10][N:11]([CH3:20])[C:12]1[CH:19]=[CH:18][C:15]([CH:16]=O)=[CH:14][CH:13]=1.O. (5) Given the product [Br:20][C:21]1[CH:26]=[CH:25][C:24]([C:5]2[CH:6]=[CH:7][C:8]3[C:9]4[C:14]([C:15]5[C:16]=3[C:4]=2[CH:3]=[CH:2][CH:1]=5)=[CH:13][CH:12]=[CH:11][CH:10]=4)=[CH:23][CH:22]=1, predict the reactants needed to synthesize it. The reactants are: [CH:1]1[C:15]2=[C:16]3[C:8]([C:9]4[C:14]2=[CH:13][CH:12]=[CH:11][CH:10]=4)=[CH:7][CH:6]=[CH:5][C:4]3=[C:3](B(O)O)[CH:2]=1.[Br:20][C:21]1[CH:26]=[CH:25][C:24](I)=[CH:23][CH:22]=1.C(=O)([O-])[O-].[Na+].[Na+]. (6) Given the product [CH2:19]([C:18]([C:5]1[C:4]2[C:8](=[CH:9][CH:10]=[C:2]([F:1])[CH:3]=2)[NH:7][CH:6]=1)([C:15]1[CH:14]=[CH:13][C:12]([F:11])=[CH:17][CH:16]=1)[CH2:21][CH3:22])[CH3:20], predict the reactants needed to synthesize it. The reactants are: [F:1][C:2]1[CH:3]=[C:4]2[C:8](=[CH:9][CH:10]=1)[NH:7][CH:6]=[CH:5]2.[F:11][C:12]1[CH:17]=[CH:16][C:15]([C:18](O)([CH2:21][CH3:22])[CH2:19][CH3:20])=[CH:14][CH:13]=1.FC(F)(F)C(O)=O.C(=O)(O)[O-].[Na+]. (7) Given the product [ClH:43].[C:1]1([C:28]2[CH:33]=[CH:32][CH:31]=[CH:30][CH:29]=2)[CH:6]=[CH:5][CH:4]=[CH:3][C:2]=1[CH2:7][C:8]([CH:23]1[CH2:24][CH2:25][CH2:26][CH2:27]1)([CH:10]1[O:15][CH2:14][CH2:13][NH:12][CH2:11]1)[OH:9], predict the reactants needed to synthesize it. The reactants are: [C:1]1([C:28]2[CH:33]=[CH:32][CH:31]=[CH:30][CH:29]=2)[CH:6]=[CH:5][CH:4]=[CH:3][C:2]=1[CH2:7][C:8]([CH:23]1[CH2:27][CH2:26][CH2:25][CH2:24]1)([CH:10]1[O:15][CH2:14][CH2:13][N:12](CC2C=CC=CC=2)[CH2:11]1)[OH:9].CCN(C(C)C)C(C)C.[Cl:43]C(OC(Cl)C)=O. (8) Given the product [CH3:21][O:20][CH2:19][CH2:18][CH2:17][N:13]1[C:12](=[O:22])[C:11]2=[CH:23][C:24]([NH:33][CH2:34][CH2:35][CH2:36][N:37]3[CH2:38][CH2:39][N:40]([CH3:43])[CH2:41][CH2:42]3)=[C:8]3[C:9]4[C:10]2=[C:15]([C:2]([NH:33][CH2:34][CH2:35][CH2:36][N:37]2[CH2:38][CH2:39][N:40]([CH3:43])[CH2:41][CH2:42]2)=[CH:3][C:4]=4[C:5](=[O:32])[N:6]([CH2:27][CH2:28][CH2:29][O:30][CH3:31])[C:7]3=[O:26])[C:14]1=[O:16], predict the reactants needed to synthesize it. The reactants are: Br[C:2]1[C:15]2[C:14](=[O:16])[N:13]([CH2:17][CH2:18][CH2:19][O:20][CH3:21])[C:12](=[O:22])[C:11]3=[CH:23][C:24](Br)=[C:8]4[C:9]([C:10]=23)=[C:4]([C:5](=[O:32])[N:6]([CH2:27][CH2:28][CH2:29][O:30][CH3:31])[C:7]4=[O:26])[CH:3]=1.[NH2:33][CH2:34][CH2:35][CH2:36][N:37]1[CH2:42][CH2:41][N:40]([CH3:43])[CH2:39][CH2:38]1.